This data is from Forward reaction prediction with 1.9M reactions from USPTO patents (1976-2016). The task is: Predict the product of the given reaction. (1) The product is: [CH3:1][C:2]1[N:7]=[C:6]([NH:8][C:9](=[O:11])[CH3:10])[CH:5]=[CH:4][CH:3]=1. Given the reactants [CH3:1][C:2]1[N:7]=[C:6]([NH2:8])[CH:5]=[CH:4][CH:3]=1.[C:9](OC(=O)C)(=[O:11])[CH3:10], predict the reaction product. (2) Given the reactants [C:1]([C:4]1[C:9]([NH:10][C:11]([C:13]2([CH3:21])[CH2:18][O:17][C:16]([CH3:20])([CH3:19])[O:15][CH2:14]2)=O)=[CH:8][CH:7]=[CH:6][C:5]=1[C:22]1[CH:27]=[CH:26][CH:25]=[CH:24][CH:23]=1)(=[O:3])[NH2:2].C[O-].[Na+], predict the reaction product. The product is: [C:22]1([C:5]2[CH:6]=[CH:7][CH:8]=[C:9]3[C:4]=2[C:1](=[O:3])[NH:2][C:11]([C:13]2([CH3:21])[CH2:18][O:17][C:16]([CH3:20])([CH3:19])[O:15][CH2:14]2)=[N:10]3)[CH:27]=[CH:26][CH:25]=[CH:24][CH:23]=1. (3) Given the reactants [C:1]1([C:7]2[O:11][N:10]=[C:9]([C:12]([NH:14][CH2:15][CH2:16][C:17]([OH:19])=O)=[O:13])[CH:8]=2)[CH:6]=[CH:5][CH:4]=[CH:3][CH:2]=1.CN(C(ON1N=NC2C=[CH:32][CH:33]=[N:34][C:29]1=2)=[N+](C)C)C.F[P-](F)(F)(F)(F)F.Cl.N1CCC1.CCN(C(C)C)C(C)C, predict the reaction product. The product is: [N:34]1([C:17](=[O:19])[CH2:16][CH2:15][NH:14][C:12]([C:9]2[CH:8]=[C:7]([C:1]3[CH:2]=[CH:3][CH:4]=[CH:5][CH:6]=3)[O:11][N:10]=2)=[O:13])[CH2:33][CH2:32][CH2:29]1.